This data is from Full USPTO retrosynthesis dataset with 1.9M reactions from patents (1976-2016). The task is: Predict the reactants needed to synthesize the given product. (1) Given the product [Cl:12][C:5]1[S:4][C:18]([Cl:19])=[C:2]([CH3:1])[C:6]=1[S:7]([Cl:11])(=[O:9])=[O:8], predict the reactants needed to synthesize it. The reactants are: [CH3:1][C:2]1[CH:6]=[CH:5][S:4]C=1.[S:7]([Cl:11])(Cl)(=[O:9])=[O:8].[Cl:12]S(O)(=O)=O.Cl[CH2:18][Cl:19]. (2) Given the product [Cl:26][C:23]1[CH:24]=[CH:25][C:18]([O:17][CH:14]2[CH2:13][CH2:12][N:11]([CH2:10][CH2:9][C@H:6]3[CH2:7][CH2:8][C@H:3]([NH:2][C:27](=[O:29])[CH3:28])[CH2:4][CH2:5]3)[CH2:16][CH2:15]2)=[C:19]([C:20]#[N:21])[CH:22]=1, predict the reactants needed to synthesize it. The reactants are: Cl.[NH2:2][C@H:3]1[CH2:8][CH2:7][C@H:6]([CH2:9][CH2:10][N:11]2[CH2:16][CH2:15][CH:14]([O:17][C:18]3[CH:25]=[CH:24][C:23]([Cl:26])=[CH:22][C:19]=3[C:20]#[N:21])[CH2:13][CH2:12]2)[CH2:5][CH2:4]1.[C:27](O)(=[O:29])[CH3:28].